Dataset: Catalyst prediction with 721,799 reactions and 888 catalyst types from USPTO. Task: Predict which catalyst facilitates the given reaction. Reactant: [N+:1]([C:4]1[CH:5]=[C:6]([CH:11]=[CH:12][C:13]=1[O:14][CH2:15][C:16]1([CH3:21])[CH2:20][CH2:19][CH2:18][NH:17]1)[C:7]([O:9][CH3:10])=[O:8])([O-:3])=[O:2].[CH3:22][O:23][C:24]1[CH:25]=[C:26]([CH2:41][C:42](O)=[O:43])[CH:27]=[CH:28][C:29]=1[NH:30][C:31]([NH:33][C:34]1[CH:39]=[CH:38][CH:37]=[CH:36][C:35]=1[CH3:40])=[O:32].C1C=CC2N(O)N=NC=2C=1.C(Cl)CCl. Product: [CH3:22][O:23][C:24]1[CH:25]=[C:26]([CH2:41][C:42]([N:17]2[CH2:18][CH2:19][CH2:20][C:16]2([CH2:15][O:14][C:13]2[CH:12]=[CH:11][C:6]([C:7]([O:9][CH3:10])=[O:8])=[CH:5][C:4]=2[N+:1]([O-:3])=[O:2])[CH3:21])=[O:43])[CH:27]=[CH:28][C:29]=1[NH:30][C:31]([NH:33][C:34]1[CH:39]=[CH:38][CH:37]=[CH:36][C:35]=1[CH3:40])=[O:32]. The catalyst class is: 241.